This data is from Peptide-MHC class I binding affinity with 185,985 pairs from IEDB/IMGT. The task is: Regression. Given a peptide amino acid sequence and an MHC pseudo amino acid sequence, predict their binding affinity value. This is MHC class I binding data. (1) The peptide sequence is RYRQVLSPL. The MHC is HLA-A24:02 with pseudo-sequence HLA-A24:02. The binding affinity (normalized) is 0.770. (2) The peptide sequence is YAYEPGSVM. The MHC is HLA-C12:03 with pseudo-sequence HLA-C12:03. The binding affinity (normalized) is 1.00. (3) The peptide sequence is VSFDQNLDY. The MHC is HLA-A31:01 with pseudo-sequence HLA-A31:01. The binding affinity (normalized) is 0.0847. (4) The peptide sequence is RPSGPGPEL. The MHC is HLA-A02:01 with pseudo-sequence HLA-A02:01. The binding affinity (normalized) is 0.0847. (5) The peptide sequence is TCQGSDDIK. The MHC is HLA-A68:01 with pseudo-sequence HLA-A68:01. The binding affinity (normalized) is 0.177. (6) The peptide sequence is TNTQNNDWF. The MHC is SLA-20401 with pseudo-sequence SLA-20401. The binding affinity (normalized) is 0.567. (7) The MHC is HLA-A30:02 with pseudo-sequence HLA-A30:02. The peptide sequence is SYAQMWQLMY. The binding affinity (normalized) is 0.840.